From a dataset of Full USPTO retrosynthesis dataset with 1.9M reactions from patents (1976-2016). Predict the reactants needed to synthesize the given product. (1) Given the product [OH:2][C:3]1[CH:4]=[CH:5][C:6]([O:7][C:8]2[CH:13]=[CH:12][C:11]([C:14](=[O:16])[CH3:15])=[CH:10][CH:9]=2)=[CH:17][CH:18]=1, predict the reactants needed to synthesize it. The reactants are: C[O:2][C:3]1[CH:18]=[CH:17][C:6]([O:7][C:8]2[CH:13]=[CH:12][C:11]([C:14](=[O:16])[CH3:15])=[CH:10][CH:9]=2)=[CH:5][CH:4]=1.B(Br)(Br)Br. (2) Given the product [CH3:1][C:2]([CH3:34])([CH3:33])[CH2:3][C:4]1[N:9]=[C:8]([CH2:10][O:11][C:12]2[CH:13]=[C:14]([CH2:19][CH2:20][C:21]([O-:23])=[O:22])[CH:15]=[C:16]([CH3:18])[CH:17]=2)[CH:7]=[CH:6][C:5]=1[C:24]1[CH:29]=[C:28]([O:30][CH3:31])[CH:27]=[CH:26][C:25]=1[F:32].[Na+:37], predict the reactants needed to synthesize it. The reactants are: [CH3:1][C:2]([CH3:34])([CH3:33])[CH2:3][C:4]1[N:9]=[C:8]([CH2:10][O:11][C:12]2[CH:13]=[C:14]([CH2:19][CH2:20][C:21]([OH:23])=[O:22])[CH:15]=[C:16]([CH3:18])[CH:17]=2)[CH:7]=[CH:6][C:5]=1[C:24]1[CH:29]=[C:28]([O:30][CH3:31])[CH:27]=[CH:26][C:25]=1[F:32].C[O-].[Na+:37]. (3) Given the product [C:1]([O:5][C:6]([N:8]1[CH2:9][CH:10]=[C:11]([C:14]2[CH:19]=[C:18]([F:20])[C:17]([OH:21])=[CH:16][C:15]=2[OH:29])[CH2:12][CH2:13]1)=[O:7])([CH3:4])([CH3:2])[CH3:3], predict the reactants needed to synthesize it. The reactants are: [C:1]([O:5][C:6]([N:8]1[CH2:13][CH2:12][CH:11]([C:14]2[CH:19]=[C:18]([F:20])[C:17]([O:21]CC3C=CC=CC=3)=[CH:16][C:15]=2[O:29]CC2C=CC=CC=2)[CH2:10][CH2:9]1)=[O:7])([CH3:4])([CH3:3])[CH3:2].CO. (4) Given the product [CH3:1][N:2]([C:3]1[CH:12]=[CH:11][C:6]([C:7]([O:9][CH3:10])=[O:8])=[CH:5][CH:4]=1)[S:20]([CH3:19])(=[O:22])=[O:21], predict the reactants needed to synthesize it. The reactants are: [CH3:1][NH:2][C:3]1[CH:12]=[CH:11][C:6]([C:7]([O:9][CH3:10])=[O:8])=[CH:5][CH:4]=1.N1C=CC=CC=1.[CH3:19][S:20](Cl)(=[O:22])=[O:21]. (5) Given the product [CH3:15][O:14][C:13]1[C:12]([O:16][CH3:17])=[CH:11][CH:10]=[C:9]([C:18]2[CH:26]=[CH:25][CH:24]=[C:23]3[C:19]=2[CH2:20][CH2:21][C:22]3=[O:27])[C:8]=1[O:7][CH2:6][C:3]1([CH2:2][NH:1][C:37](=[O:41])[CH2:38][CH2:39][CH3:40])[CH2:4][CH2:5]1, predict the reactants needed to synthesize it. The reactants are: [NH2:1][CH2:2][C:3]1([CH2:6][O:7][C:8]2[C:13]([O:14][CH3:15])=[C:12]([O:16][CH3:17])[CH:11]=[CH:10][C:9]=2[C:18]2[CH:26]=[CH:25][CH:24]=[C:23]3[C:19]=2[CH2:20][CH2:21][C:22]3=[O:27])[CH2:5][CH2:4]1.C(N(C(C)C)CC)(C)C.[C:37](Cl)(=[O:41])[CH2:38][CH2:39][CH3:40]. (6) Given the product [F:32][C:27]1[C:28]([NH:30][CH3:31])=[CH:29][C:22]2[O:21][CH2:20][N:19]([C:16]3[CH:15]=[CH:14][C:13]([NH:12][C:43]([NH:42][S:39]([C:37]4[S:38][C:34]([CH3:33])=[CH:35][CH:36]=4)(=[O:40])=[O:41])=[O:44])=[N:18][CH:17]=3)[C:24](=[O:25])[C:23]=2[CH:26]=1, predict the reactants needed to synthesize it. The reactants are: NC(N)=O.S(=NC(N)=O)(=O)=O.[NH2:12][C:13]1[N:18]=[CH:17][C:16]([N:19]2[C:24](=[O:25])[C:23]3[CH:26]=[C:27]([F:32])[C:28]([NH:30][CH3:31])=[CH:29][C:22]=3[O:21][CH2:20]2)=[CH:15][CH:14]=1.[CH3:33][C:34]1[S:38][C:37]([S:39]([NH:42][C:43](=O)[O:44]CC)(=[O:41])=[O:40])=[CH:36][CH:35]=1. (7) Given the product [Cl:1][C:2]1[CH:10]=[CH:9][C:5]([N:30]=[C:33]=[O:18])=[CH:4][N:3]=1, predict the reactants needed to synthesize it. The reactants are: [Cl:1][C:2]1[CH:10]=[CH:9][C:5](C(O)=O)=[CH:4][N:3]=1.C1(P(N=[N+]=[N-])(C2C=CC=CC=2)=[O:18])C=CC=CC=1.C([N:30]([CH2:33]C)CC)C. (8) Given the product [CH:22]1([NH:28][C:11]2[N:10]=[CH:9][C:8]3[CH:7]=[CH:6][C:5]4[C:4]([C:19]([NH2:21])=[O:20])=[N:3][N:2]([CH3:1])[C:14]=4[C:13]=3[N:12]=2)[CH2:27][CH2:26][CH2:25][CH2:24][CH2:23]1.[CH:22]1([NH:28][C:11]2[N:10]=[CH:9][C:8]3[CH2:7][CH2:6][C:5]4[C:4]([C:19]([NH2:21])=[O:20])=[N:3][N:2]([CH3:1])[C:14]=4[C:13]=3[N:12]=2)[CH2:27][CH2:26][CH2:25][CH2:24][CH2:23]1, predict the reactants needed to synthesize it. The reactants are: [CH3:1][N:2]1[C:14]2[C:13]3[N:12]=[C:11](S(C)(=O)=O)[N:10]=[CH:9][C:8]=3[CH2:7][CH2:6][C:5]=2[C:4]([C:19]([NH2:21])=[O:20])=[N:3]1.[CH:22]1([NH2:28])[CH2:27][CH2:26][CH2:25][CH2:24][CH2:23]1. (9) Given the product [Cl:1][C:2]1[CH:7]=[CH:6][C:5]([CH2:8][CH2:9][N:11]([CH2:9][CH2:8][C:5]2[CH:6]=[CH:7][C:2]([Cl:1])=[CH:3][CH:4]=2)[CH2:12][CH:13]([OH:15])[CH3:14])=[CH:4][CH:3]=1, predict the reactants needed to synthesize it. The reactants are: [Cl:1][C:2]1[CH:7]=[CH:6][C:5]([CH2:8][CH2:9]Br)=[CH:4][CH:3]=1.[NH2:11][CH2:12][CH:13]([OH:15])[CH3:14].